This data is from Full USPTO retrosynthesis dataset with 1.9M reactions from patents (1976-2016). The task is: Predict the reactants needed to synthesize the given product. (1) Given the product [CH:1]1([C:4]2[C:13]([CH2:14][OH:15])=[C:12]([C:18]3[CH:23]=[CH:22][C:21]([F:24])=[CH:20][CH:19]=3)[C:11]3[C:6](=[CH:7][CH:8]=[CH:9][CH:10]=3)[N:5]=2)[CH2:2][CH2:3]1, predict the reactants needed to synthesize it. The reactants are: [CH:1]1([C:4]2[C:13]([C:14](OC)=[O:15])=[C:12]([C:18]3[CH:23]=[CH:22][C:21]([F:24])=[CH:20][CH:19]=3)[C:11]3[C:6](=[CH:7][CH:8]=[CH:9][CH:10]=3)[N:5]=2)[CH2:3][CH2:2]1.CC(C[AlH]CC(C)C)C. (2) Given the product [F:11][C:12]1[CH:17]=[CH:16][C:15]([C:2]2[N:7]=[C:6]([C:8]([OH:10])=[O:9])[CH:5]=[CH:4][CH:3]=2)=[CH:14][CH:13]=1, predict the reactants needed to synthesize it. The reactants are: Br[C:2]1[N:7]=[C:6]([C:8]([OH:10])=[O:9])[CH:5]=[CH:4][CH:3]=1.[F:11][C:12]1[CH:17]=[CH:16][C:15](B(O)O)=[CH:14][CH:13]=1. (3) The reactants are: [Cl:1][C:2]1[CH:3]=[CH:4][CH:5]=[C:6]2[C:11]=1[NH:10][C:9](=[O:12])[N:8]([CH2:13][C:14]1[CH:19]=[CH:18][CH:17]=[C:16]([C:20](O)=[O:21])[CH:15]=1)[C:7]2=[O:23].ClC1C=CC=C2C=1NC(=O)N(CC1C=CC=C(C(OC)=O)C=1)C2=O.[OH-].[Na+].C(C1C=C(C=CC=1)CN1C2C(=CC=CC=2)C(=O)NC1=O)(O)=O.[N:72]1([C:78]2[N:83]=[CH:82][CH:81]=[CH:80][N:79]=2)[CH2:77][CH2:76][NH:75][CH2:74][CH2:73]1. Given the product [Cl:1][C:2]1[CH:3]=[CH:4][CH:5]=[C:6]2[C:11]=1[NH:10][C:9](=[O:12])[N:8]([CH2:13][C:14]1[CH:19]=[CH:18][CH:17]=[C:16]([C:20]([N:75]3[CH2:76][CH2:77][N:72]([C:78]4[N:79]=[CH:80][CH:81]=[CH:82][N:83]=4)[CH2:73][CH2:74]3)=[O:21])[CH:15]=1)[C:7]2=[O:23], predict the reactants needed to synthesize it. (4) Given the product [CH3:1][C:2]([C:4]1[CH:12]=[CH:11][C:9]([O:10][C:13]([CH3:14])=[O:15])=[C:6]([O:7][CH3:8])[CH:5]=1)=[O:3], predict the reactants needed to synthesize it. The reactants are: [CH3:1][C:2]([C:4]1[CH:12]=[CH:11][C:9]([OH:10])=[C:6]([O:7][CH3:8])[CH:5]=1)=[O:3].[C:13](Cl)(=[O:15])[CH3:14].C(N(CC)CC)C. (5) The reactants are: [CH3:1][S:2][CH2:3][CH2:4][CH:5]=O.[C:7]([NH2:10])(=[O:9])[CH3:8].[C]=[O:12].[H][H].[O:15]1[CH2:20]COCC1. Given the product [C:7]([NH:10][C@H:5]([C:20]([OH:15])=[O:12])[CH2:4][CH2:3][S:2][CH3:1])(=[O:9])[CH3:8], predict the reactants needed to synthesize it. (6) Given the product [C:1]([O-:10])(=[O:9])[CH:2]([CH2:6][CH2:7][CH3:8])[CH2:3][CH2:4][CH3:5].[Na+:12], predict the reactants needed to synthesize it. The reactants are: [C:1]([OH:10])(=[O:9])[CH:2]([CH2:6][CH2:7][CH3:8])[CH2:3][CH2:4][CH3:5].[OH-].[Na+:12]. (7) The reactants are: Cl[C:2]1[CH:11]=[CH:10][N:9]=[C:8]2[C:3]=1[CH:4]=[CH:5][C:6]([CH2:12][CH2:13][CH3:14])=[N:7]2.[Br:15][C:16]1[CH:31]=[CH:30][C:19]([CH2:20][O:21][C:22]2[CH:23]=[C:24]([NH2:29])[CH:25]=[C:26]([Cl:28])[CH:27]=2)=[CH:18][CH:17]=1. Given the product [Br:15][C:16]1[CH:31]=[CH:30][C:19]([CH2:20][O:21][C:22]2[CH:23]=[C:24]([NH:29][C:2]3[C:3]4[C:8](=[N:7][C:6]([CH2:12][CH2:13][CH3:14])=[CH:5][CH:4]=4)[N:9]=[CH:10][CH:11]=3)[CH:25]=[C:26]([Cl:28])[CH:27]=2)=[CH:18][CH:17]=1, predict the reactants needed to synthesize it. (8) Given the product [F:39][CH:2]([F:1])[C:3]1[N:7]([C:8]2[N:13]=[C:12]([N:14]3[CH2:15][CH2:16][O:17][CH2:18][CH2:19]3)[N:11]=[C:10]([CH:20]3[CH2:25][CH2:24][CH2:23][NH:22][CH2:21]3)[N:9]=2)[C:6]2[CH:33]=[CH:34][CH:35]=[C:36]([O:37][CH3:38])[C:5]=2[N:4]=1, predict the reactants needed to synthesize it. The reactants are: [F:1][CH:2]([F:39])[C:3]1[N:7]([C:8]2[N:13]=[C:12]([N:14]3[CH2:19][CH2:18][O:17][CH2:16][CH2:15]3)[N:11]=[C:10]([CH:20]3[CH2:25][CH2:24][CH2:23][N:22](C(OC(C)(C)C)=O)[CH2:21]3)[N:9]=2)[C:6]2[CH:33]=[CH:34][CH:35]=[C:36]([O:37][CH3:38])[C:5]=2[N:4]=1.C(O)(C(F)(F)F)=O.